This data is from Reaction yield outcomes from USPTO patents with 853,638 reactions. The task is: Predict the reaction yield, written as a fraction of the theoretical maximum amount of product (1.0 means a 100% yield; for example, 0.34 means a 34% yield). (1) The reactants are [Cl:1][C:2]1[CH:7]=[C:6]2[NH:8][C:9](=[O:36])[C:10]3([CH:15]([C:16]4[CH:21]=[CH:20][CH:19]=[C:18]([Cl:22])[CH:17]=4)[CH2:14][C:13](=O)[NH:12][CH:11]3[C:24]3[C:29]([O:30][CH:31]([CH3:33])[CH3:32])=[CH:28][CH:27]=[C:26]([F:34])[C:25]=3[F:35])[C:5]2=[CH:4][CH:3]=1.COC1C=CC(P2(=S)SP(=S)(C3C=CC(OC)=CC=3)[S:46]2)=CC=1. The catalyst is C1(C)C=CC=CC=1. The product is [Cl:1][C:2]1[CH:7]=[C:6]2[NH:8][C:9](=[O:36])[C:10]3([CH:15]([C:16]4[CH:21]=[CH:20][CH:19]=[C:18]([Cl:22])[CH:17]=4)[CH2:14][C:13](=[S:46])[NH:12][CH:11]3[C:24]3[C:29]([O:30][CH:31]([CH3:33])[CH3:32])=[CH:28][CH:27]=[C:26]([F:34])[C:25]=3[F:35])[C:5]2=[CH:4][CH:3]=1. The yield is 0.783. (2) The yield is 0.250. The reactants are [NH2:1][C:2]1[CH:7]=[CH:6][C:5]([Cl:8])=[CH:4][C:3]=1[CH2:9][C:10]([O-:12])=O.[NH2:1][C:2]1[CH:7]=[CH:6][C:5]([Cl:8])=[CH:4][C:3]=1[CH2:9][C:10]([O-:12])=O.[Ba+2].Br[CH2:27][C:28]1[N:32]2[N:33]=[C:34]([Cl:37])[CH:35]=[CH:36][C:31]2=[N:30][C:29]=1[C:38]([F:41])([F:40])[F:39]. The product is [Cl:8][C:5]1[CH:4]=[C:3]2[C:2](=[CH:7][CH:6]=1)[N:1]([CH2:27][C:28]1[N:32]3[N:33]=[C:34]([Cl:37])[CH:35]=[CH:36][C:31]3=[N:30][C:29]=1[C:38]([F:41])([F:39])[F:40])[C:10](=[O:12])[CH2:9]2. The catalyst is O1CCCC1.